The task is: Predict the reactants needed to synthesize the given product.. This data is from Full USPTO retrosynthesis dataset with 1.9M reactions from patents (1976-2016). Given the product [CH3:16][N:2]([CH3:1])[CH2:3][CH2:4][N:5]([C:19]([O:21][C:22]([CH3:25])([CH3:24])[CH3:23])=[O:18])[C:6]1[CH:15]=[CH:14][C:9]([C:10]([O:12][CH3:13])=[O:11])=[CH:8][CH:7]=1, predict the reactants needed to synthesize it. The reactants are: [CH3:1][N:2]([CH3:16])[CH2:3][CH2:4][NH:5][C:6]1[CH:15]=[CH:14][C:9]([C:10]([O:12][CH3:13])=[O:11])=[CH:8][CH:7]=1.C(=O)(OC(C)(C)C)[O:18][C:19]([O:21][C:22]([CH3:25])([CH3:24])[CH3:23])=O.